From a dataset of Catalyst prediction with 721,799 reactions and 888 catalyst types from USPTO. Predict which catalyst facilitates the given reaction. Reactant: [N:1]([C:4]1[CH:9]=[C:8]([C:10]([O:12]C)=[O:11])[CH:7]=[CH:6][C:5]=1[C:14]([O:16]C)=O)=[C:2]=[S:3].[S:18]1[CH:22]=[CH:21][N:20]=[C:19]1[CH2:23][NH2:24].[OH-].[Na+].Cl. Product: [O:16]=[C:14]1[C:5]2[C:4](=[CH:9][C:8]([C:10]([OH:12])=[O:11])=[CH:7][CH:6]=2)[NH:1][C:2](=[S:3])[N:24]1[CH2:23][C:19]1[S:18][CH:22]=[CH:21][N:20]=1. The catalyst class is: 3.